From a dataset of Ames mutagenicity test results for genotoxicity prediction. Regression/Classification. Given a drug SMILES string, predict its toxicity properties. Task type varies by dataset: regression for continuous values (e.g., LD50, hERG inhibition percentage) or binary classification for toxic/non-toxic outcomes (e.g., AMES mutagenicity, cardiotoxicity, hepatotoxicity). Dataset: ames. (1) The drug is O=c1[nH]c2c(c(=O)n1C1CCCCC1)CCC2. The result is 0 (non-mutagenic). (2) The compound is CCC1(O)CC(OC2CC(N(C)C)C(O)C(C)O2)c2c(cc3c(c2O)C(=O)c2c(O)ccc(O)c2C3=O)C1C(=O)OC. The result is 1 (mutagenic). (3) The molecule is CCN(CC)CCC[C@@H](C)Nc1cc(OC)cc2cccnc12. The result is 1 (mutagenic). (4) The drug is O=[N+]([O-])c1ccc(/C=N/n2nnc3c4ccccc4nc-3c2O)cc1. The result is 1 (mutagenic).